Dataset: Catalyst prediction with 721,799 reactions and 888 catalyst types from USPTO. Task: Predict which catalyst facilitates the given reaction. (1) Reactant: [CH3:1][O:2][CH2:3][C:4]1[CH:5]=[C:6]([CH:14]2OCCC[O:15]2)[C:7]2[C:12]([CH:13]=1)=[CH:11][CH:10]=[CH:9][CH:8]=2. Product: [CH3:1][O:2][CH2:3][C:4]1[CH:5]=[C:6]([CH:14]=[O:15])[C:7]2[C:12]([CH:13]=1)=[CH:11][CH:10]=[CH:9][CH:8]=2. The catalyst class is: 86. (2) Reactant: C(=O)([O-])[O-].[Na+].[Na+].[Br:7][C:8]1[S:12][C:11]([NH:13][C:14]([NH:16]C(=O)C(Cl)(Cl)Cl)=[O:15])=[C:10]([C:23]([NH2:25])=[O:24])[CH:9]=1. Product: [Br:7][C:8]1[S:12][C:11]([NH:13][C:14]([NH2:16])=[O:15])=[C:10]([C:23]([NH2:25])=[O:24])[CH:9]=1. The catalyst class is: 14. (3) Reactant: [O:1]=[C:2]([C:9]1[C:10]([NH:15][C:16]2[CH:21]=[CH:20][CH:19]=[C:18]([C:22]([F:25])([F:24])[F:23])[CH:17]=2)=[N:11][CH:12]=[CH:13][CH:14]=1)[CH2:3][C:4](OCC)=[O:5]. Product: [OH:1][C:2]1[C:9]2[C:10](=[N:11][CH:12]=[CH:13][CH:14]=2)[N:15]([C:16]2[CH:21]=[CH:20][CH:19]=[C:18]([C:22]([F:25])([F:24])[F:23])[CH:17]=2)[C:4](=[O:5])[CH:3]=1. The catalyst class is: 113. (4) Reactant: [Cl-].[CH3:2][S+](C)(C)=O.[H-].[Na+].[OH:9][C:10]1[C:17]([CH3:18])=[CH:16][CH:15]=[CH:14][C:11]=1[CH:12]=[O:13].O. Product: [CH3:18][C:17]1[C:10]2[O:9][CH2:2][CH:12]([OH:13])[C:11]=2[CH:14]=[CH:15][CH:16]=1. The catalyst class is: 1.